Dataset: Forward reaction prediction with 1.9M reactions from USPTO patents (1976-2016). Task: Predict the product of the given reaction. (1) Given the reactants [CH:1]1[C:10]2[C:5](=[CH:6][C:7]([C:11]3[O:15][C:14]([NH2:16])=[N:13][N:12]=3)=[CH:8][CH:9]=2)[CH:4]=[CH:3][N:2]=1.[F:17][C:18]([F:41])([F:40])[C:19]1[CH:39]=[CH:38][C:22]([CH2:23][C@H:24]2[CH2:28]OS(=O)(=O)[N:25]2[C:31]([O:33][C:34]([CH3:37])([CH3:36])[CH3:35])=[O:32])=[CH:21][CH:20]=1.C([O-])([O-])=O.[Cs+].[Cs+], predict the reaction product. The product is: [CH:1]1[C:10]2[C:5](=[CH:6][C:7]([C:11]3[O:15][C:14]([NH:16][CH2:28][C@@H:24]([NH:25][C:31](=[O:32])[O:33][C:34]([CH3:37])([CH3:36])[CH3:35])[CH2:23][C:22]4[CH:38]=[CH:39][C:19]([C:18]([F:41])([F:40])[F:17])=[CH:20][CH:21]=4)=[N:13][N:12]=3)=[CH:8][CH:9]=2)[CH:4]=[CH:3][N:2]=1. (2) Given the reactants [Cl:1][C:2]1[CH:3]=[C:4]([CH:14]=[CH:15][C:16]=1[Cl:17])[CH2:5][N:6]1[CH2:11][CH2:10][O:9][CH:8]([CH2:12][NH2:13])[CH2:7]1.[Cl:18][C:19]1[CH:24]=[C:23]([N:25]=[C:26]=[O:27])[CH:22]=[C:21]([Cl:28])[N:20]=1, predict the reaction product. The product is: [Cl:1][C:2]1[CH:3]=[C:4]([CH:14]=[CH:15][C:16]=1[Cl:17])[CH2:5][N:6]1[CH2:11][CH2:10][O:9][CH:8]([CH2:12][NH:13][C:26]([NH:25][C:23]2[CH:22]=[C:21]([Cl:28])[N:20]=[C:19]([Cl:18])[CH:24]=2)=[O:27])[CH2:7]1. (3) Given the reactants [C:1]([C:3]1[CH:14]=[CH:13][C:6]([C:7](N(OC)C)=[O:8])=[CH:5][C:4]=1[F:15])#[N:2].I[C:17]1[C:25]2[CH:24]=[N:23][CH:22]=[N:21][C:20]=2[N:19]([CH:26]([CH3:28])[CH3:27])[CH:18]=1, predict the reaction product. The product is: [F:15][C:4]1[CH:5]=[C:6]([C:7]([C:17]2[C:25]3[CH:24]=[N:23][CH:22]=[N:21][C:20]=3[N:19]([CH:26]([CH3:28])[CH3:27])[CH:18]=2)=[O:8])[CH:13]=[CH:14][C:3]=1[C:1]#[N:2]. (4) Given the reactants [N:1]#[C:2]Br.[CH3:4][S:5][C:6]1[CH:7]=[C:8]([CH:10]=[CH:11][CH:12]=1)[NH2:9], predict the reaction product. The product is: [CH3:4][S:5][C:6]1[CH:7]=[C:8]([NH:9][C:2]#[N:1])[CH:10]=[CH:11][CH:12]=1. (5) Given the reactants [CH2:1]([NH:3][C:4]([C:6]1[CH:11]=[CH:10][C:9]([N:12]2[C:16]([CH2:17][CH2:18][CH:19]([CH3:21])[CH3:20])=[C:15]([C:22]([OH:24])=O)[N:14]=[N:13]2)=[CH:8][CH:7]=1)=[O:5])[CH3:2].C1C=C[C:28]2N(O)N=[N:31][C:29]=2[CH:30]=1.C1(N)CC1.CCN=C=NCCCN(C)C, predict the reaction product. The product is: [CH:29]1([NH:31][C:22]([C:15]2[N:14]=[N:13][N:12]([C:9]3[CH:10]=[CH:11][C:6]([C:4]([NH:3][CH2:1][CH3:2])=[O:5])=[CH:7][CH:8]=3)[C:16]=2[CH2:17][CH2:18][CH:19]([CH3:21])[CH3:20])=[O:24])[CH2:30][CH2:28]1. (6) Given the reactants FCC1CN([C@@H](CC)C(N)=O)C(=O)C1.[O:15]=[C:16]1[CH2:20][CH:19]([CH2:21][N:22]2C=N[N:24]=[N:23]2)[CH2:18][N:17]1[C@@H:27]([CH2:31][CH3:32])[C:28]([NH2:30])=[O:29].O=C1CC(CN2C=NC=N2)CN1[C@@H](CC)C(N)=O.O=C1CC(CN2C=CN=N2)CN1C(CC)C(N)=O.C(SCC1CN([C@@H](CC)C(N)=O)C(=O)C1)(C)C.O=C1CC(CN2CCCC2)CN1[C@@H](CC)C(N)=O.O=C1CC(CN2CCSCC2)CN1[C@@H](CC)C(N)=O, predict the reaction product. The product is: [N:22]([CH2:21][CH:19]1[CH2:18][N:17]([C@@H:27]([CH2:31][CH3:32])[C:28]([NH2:30])=[O:29])[C:16](=[O:15])[CH2:20]1)=[N+:23]=[N-:24].